Regression. Given a peptide amino acid sequence and an MHC pseudo amino acid sequence, predict their binding affinity value. This is MHC class II binding data. From a dataset of Peptide-MHC class II binding affinity with 134,281 pairs from IEDB. (1) The binding affinity (normalized) is 1.00. The MHC is DRB3_0202 with pseudo-sequence DRB3_0202. The peptide sequence is YSKFLANVSTVLTGK. (2) The peptide sequence is MGDVAWDFSSAGGFF. The MHC is DRB1_1302 with pseudo-sequence DRB1_1302. The binding affinity (normalized) is 0.127. (3) The binding affinity (normalized) is 0.251. The peptide sequence is PSPIGYLGLLSQRTR. The MHC is DRB1_0901 with pseudo-sequence DRB1_0901. (4) The peptide sequence is YSINNVMDEIDFFEK. The MHC is HLA-DQA10102-DQB10602 with pseudo-sequence HLA-DQA10102-DQB10602. The binding affinity (normalized) is 0.318. (5) The peptide sequence is VGTMVMELIRMIKRG. The MHC is DRB1_0802 with pseudo-sequence DRB1_0802. The binding affinity (normalized) is 0.644. (6) The peptide sequence is FVNTLVASSGSYAAT. The MHC is HLA-DPA10201-DPB10501 with pseudo-sequence HLA-DPA10201-DPB10501. The binding affinity (normalized) is 0.419.